From a dataset of Forward reaction prediction with 1.9M reactions from USPTO patents (1976-2016). Predict the product of the given reaction. (1) Given the reactants C([O-])(=O)C.[Na+].Cl.[CH:7]([NH:10][NH2:11])([CH3:9])[CH3:8].[CH:12](=O)[C:13]1[CH:18]=[CH:17][CH:16]=[CH:15][CH:14]=1, predict the reaction product. The product is: [CH:12](=[N:11][NH:10][CH:7]([CH3:9])[CH3:8])[C:13]1[CH:18]=[CH:17][CH:16]=[CH:15][CH:14]=1. (2) Given the reactants Cl.[NH2:2][C:3]1[CH:4]=[CH:5][CH:6]=[C:7]([C:10]([O:12][CH3:13])=[O:11])[N+:8]=1[O-:9].N([O-])=O.[Na+].[N-:18]=[N+:19]=[N-].[Na+], predict the reaction product. The product is: [N:2]([C:3]1[CH:4]=[CH:5][CH:6]=[C:7]([C:10]([O:12][CH3:13])=[O:11])[N+:8]=1[O-:9])=[N+:18]=[N-:19].